This data is from Reaction yield outcomes from USPTO patents with 853,638 reactions. The task is: Predict the reaction yield, written as a fraction of the theoretical maximum amount of product (1.0 means a 100% yield; for example, 0.34 means a 34% yield). (1) The product is [CH2:9]([NH:8][C:6](=[O:7])[CH:5]([OH:4])[CH2:19][CH2:20][S:21]([CH3:23])=[O:22])[CH2:10][CH2:11][CH2:12][CH2:13][CH2:14][CH2:15][CH2:16][CH2:17][CH3:18]. The reactants are C([O:4][CH:5]([CH2:19][CH2:20][S:21]([CH3:23])=[O:22])[C:6]([NH:8][CH2:9][CH2:10][CH2:11][CH2:12][CH2:13][CH2:14][CH2:15][CH2:16][CH2:17][CH3:18])=[O:7])(=O)C.[OH-].[Na+]. The catalyst is CO.ClCCl. The yield is 0.700. (2) The reactants are C([O:5][C:6](=[O:44])[C:7]1[CH:12]=[CH:11][C:10]([N:13]([CH:15]([C:26](=[O:43])[N:27]([C:34]2[O:42][C:38]3=[CH:39][CH:40]=[CH:41][C:37]3=[CH:36][CH:35]=2)[C:28]2[CH:33]=[CH:32][CH:31]=[CH:30][CH:29]=2)[C:16]2[CH:21]=[CH:20][C:19]([C:22]([CH3:25])([CH3:24])[CH3:23])=[CH:18][CH:17]=2)[CH3:14])=[CH:9][CH:8]=1)(C)(C)C.C(O)(C(F)(F)F)=O. The catalyst is ClCCl. The product is [O:42]1[C:38]2=[CH:39][CH:40]=[CH:41][C:37]2=[CH:36][CH:35]=[C:34]1[N:27]([C:28]1[CH:29]=[CH:30][CH:31]=[CH:32][CH:33]=1)[C:26]([CH:15]([N:13]([CH3:14])[C:10]1[CH:9]=[CH:8][C:7]([C:6]([OH:44])=[O:5])=[CH:12][CH:11]=1)[C:16]1[CH:17]=[CH:18][C:19]([C:22]([CH3:25])([CH3:23])[CH3:24])=[CH:20][CH:21]=1)=[O:43]. The yield is 1.00. (3) The reactants are [C:1]1(=[O:7])[O:6][C:4](=[O:5])[CH:3]=[CH:2]1.O1[CH2:12][CH2:11][CH2:10][CH2:9]1. The catalyst is N(C(C)(C)C#N)=NC(C)(C)C#N.CCCCCC. The product is [CH2:1]=[C:2]1[CH2:12][CH:11]2[CH2:4][CH:3]1[CH:9]=[CH:10]2.[C:4]1(=[O:5])[O:6][C:1](=[O:7])[CH:2]=[CH:3]1. The yield is 0.920. (4) The reactants are [O:1]=[C:2]1[C:7]2[CH:8]=[CH:9][CH:10]=[CH:11][C:6]=2[S:5][C:4]([C:12]2[N:17]=[C:16]([CH2:18][CH2:19][C:20]([OH:22])=O)[CH:15]=[CH:14][CH:13]=2)=[N:3]1.ClC(OCC(C)C)=O.C([N:33](CC)CC)C.[NH4+]. The catalyst is C1COCC1. The product is [O:1]=[C:2]1[C:7]2[CH:8]=[CH:9][CH:10]=[CH:11][C:6]=2[S:5][C:4]([C:12]2[N:17]=[C:16]([CH2:18][CH2:19][C:20]([NH2:33])=[O:22])[CH:15]=[CH:14][CH:13]=2)=[N:3]1. The yield is 0.650.